This data is from Reaction yield outcomes from USPTO patents with 853,638 reactions. The task is: Predict the reaction yield, written as a fraction of the theoretical maximum amount of product (1.0 means a 100% yield; for example, 0.34 means a 34% yield). (1) The reactants are ClC1C([N+]([O-])=O)=C(Cl)C=CC=1C([O-])=O.[Na+].[Cl:16][C:17]1[CH:25]=[C:24]([Cl:26])[C:23]([N+:27]([O-:29])=[O:28])=[CH:22][C:18]=1[C:19]([O-:21])=[O:20].[Na+].Cl. The catalyst is O. The product is [Cl:16][C:17]1[CH:25]=[C:24]([Cl:26])[C:23]([N+:27]([O-:29])=[O:28])=[CH:22][C:18]=1[C:19]([OH:21])=[O:20]. The yield is 0.720. (2) The reactants are [Cl:1][C:2]1[CH:7]=[C:6]([C:8]#[N:9])[CH:5]=[CH:4][C:3]=1[N:10]1[CH2:15][CH2:14][N:13](C(OC(C)(C)C)=O)[CH2:12][CH2:11]1. The catalyst is Cl.O1CCOCC1.C(OCC)C. The product is [ClH:1].[Cl:1][C:2]1[CH:7]=[C:6]([CH:5]=[CH:4][C:3]=1[N:10]1[CH2:15][CH2:14][NH:13][CH2:12][CH2:11]1)[C:8]#[N:9]. The yield is 0.940. (3) The reactants are [CH3:1][O:2][C:3]1[N:8]=[C:7]([CH3:9])[C:6]([N+:10]([O-])=O)=[C:5]([CH3:13])[N:4]=1. The catalyst is O1CCCC1.[Pd]. The product is [CH3:1][O:2][C:3]1[N:4]=[C:5]([CH3:13])[C:6]([NH2:10])=[C:7]([CH3:9])[N:8]=1. The yield is 1.00. (4) The reactants are I[C:2]1[CH:7]=[CH:6][N:5]=[C:4]([S:8][CH3:9])[N:3]=1.[CH3:10][C:11]1[C:16](B(O)O)=[CH:15][CH:14]=[CH:13][N:12]=1.C([O-])([O-])=O.[Na+].[Na+]. The catalyst is C(O)CC.CC([O-])=O.CC([O-])=O.[Pd+2].C1(P(C2C=CC=CC=2)C2C=CC=CC=2)C=CC=CC=1. The product is [CH3:10][C:11]1[C:16]([C:2]2[CH:7]=[CH:6][N:5]=[C:4]([S:8][CH3:9])[N:3]=2)=[CH:15][CH:14]=[CH:13][N:12]=1. The yield is 0.920.